Dataset: Peptide-MHC class II binding affinity with 134,281 pairs from IEDB. Task: Regression. Given a peptide amino acid sequence and an MHC pseudo amino acid sequence, predict their binding affinity value. This is MHC class II binding data. (1) The MHC is HLA-DQA10102-DQB10502 with pseudo-sequence HLA-DQA10102-DQB10502. The binding affinity (normalized) is 0. The peptide sequence is AIPKVPPGPNITATY. (2) The peptide sequence is INISGYNLSLSAAVK. The MHC is DRB1_0401 with pseudo-sequence DRB1_0401. The binding affinity (normalized) is 0.379.